Dataset: Full USPTO retrosynthesis dataset with 1.9M reactions from patents (1976-2016). Task: Predict the reactants needed to synthesize the given product. Given the product [CH2:2]([C:9]1[C:10](=[O:14])[C:11](=[O:12])[C:8]=1[O:7][CH3:6])[CH2:3][CH2:4][CH3:5], predict the reactants needed to synthesize it. The reactants are: [Li][CH2:2][CH2:3][CH2:4][CH3:5].[CH3:6][O:7][C:8]1[C:9](=O)[C:10](=[O:14])[C:11]=1[O:12]C.FC(F)(F)C(OC(=O)C(F)(F)F)=O.[NH4+].[Cl-].